From a dataset of Full USPTO retrosynthesis dataset with 1.9M reactions from patents (1976-2016). Predict the reactants needed to synthesize the given product. (1) Given the product [F:9][C:10]1[CH:17]=[CH:16][C:13]([CH:14]=[N:1][C@@H:2]([CH2:3][CH:4]([CH3:6])[CH3:5])[CH2:7][OH:8])=[CH:12][CH:11]=1, predict the reactants needed to synthesize it. The reactants are: [NH2:1][C@H:2]([CH2:7][OH:8])[CH2:3][CH:4]([CH3:6])[CH3:5].[F:9][C:10]1[CH:17]=[CH:16][C:13]([CH:14]=O)=[CH:12][CH:11]=1. (2) Given the product [CH3:16][S:17]([NH:1][C:2]1[CH:3]=[CH:4][C:5]2[S:9][C:8]([C:10]([O:12][CH2:13][CH3:14])=[O:11])=[CH:7][C:6]=2[CH:15]=1)(=[O:19])=[O:18], predict the reactants needed to synthesize it. The reactants are: [NH2:1][C:2]1[CH:3]=[CH:4][C:5]2[S:9][C:8]([C:10]([O:12][CH2:13][CH3:14])=[O:11])=[CH:7][C:6]=2[CH:15]=1.[CH3:16][S:17](Cl)(=[O:19])=[O:18]. (3) Given the product [CH3:16][C:13]1[CH:12]=[CH:11][C:10]([C:8]2[NH:30][C:28](=[O:29])[C:27]([C:25]#[N:26])=[CH:6][C:7]=2[C:17]2[CH:18]=[CH:19][CH:20]=[CH:21][CH:22]=2)=[CH:15][CH:14]=1, predict the reactants needed to synthesize it. The reactants are: [H-].[Na+].C(N(CC)[CH:6]=[C:7]([C:17]1[CH:22]=[CH:21][CH:20]=[CH:19][CH:18]=1)[C:8]([C:10]1[CH:15]=[CH:14][C:13]([CH3:16])=[CH:12][CH:11]=1)=O)C.[C:25]([CH2:27][C:28]([NH2:30])=[O:29])#[N:26].Cl. (4) Given the product [NH2:5][C:6]1[CH:7]=[C:8]([CH3:15])[C:9]([CH:13]=[O:14])=[C:10]([CH3:12])[CH:11]=1, predict the reactants needed to synthesize it. The reactants are: FC(F)(F)C([NH:5][C:6]1[CH:11]=[C:10]([CH3:12])[C:9]([CH:13]=[O:14])=[C:8]([CH3:15])[CH:7]=1)=O.[OH-].[Na+].O. (5) Given the product [NH2:21][C:10]1[S:11][CH2:12][C@@H:13]2[C@@H:14]([C:17]([F:20])([F:19])[F:18])[O:15][CH2:16][C@:8]2([C:6]2[CH:7]=[C:2]([NH:1][C:39]([C:36]3[CH:35]=[N:34][C:33]([CH:32]([F:42])[F:31])=[CH:38][N:37]=3)=[O:40])[CH:3]=[C:4]([F:30])[C:5]=2[F:29])[N:9]=1, predict the reactants needed to synthesize it. The reactants are: [NH2:1][C:2]1[CH:3]=[C:4]([F:30])[C:5]([F:29])=[C:6]([C@:8]23[CH2:16][O:15][C@H:14]([C:17]([F:20])([F:19])[F:18])[C@H:13]2[CH2:12][S:11][C:10]([NH:21]C(=O)OC(C)(C)C)=[N:9]3)[CH:7]=1.[F:31][CH:32]([F:42])[C:33]1[N:34]=[CH:35][C:36]([C:39](O)=[O:40])=[N:37][CH:38]=1. (6) Given the product [Si:18]([O:1][CH2:2][CH2:3][CH2:4][C:5]([O:7][Li:8])=[O:6])([C:15]([CH3:17])([CH3:16])[CH3:14])([CH3:20])[CH3:19], predict the reactants needed to synthesize it. The reactants are: [OH:1][CH2:2][CH2:3][CH2:4][C:5]([O:7][Li:8])=[O:6].N1C=CN=C1.[CH3:14][C:15]([Si:18](Cl)([CH3:20])[CH3:19])([CH3:17])[CH3:16].O.